Dataset: Full USPTO retrosynthesis dataset with 1.9M reactions from patents (1976-2016). Task: Predict the reactants needed to synthesize the given product. Given the product [Cl:1][C:2]1[CH:3]=[C:4]([NH:16][C:17]2[C:26]3[C:21](=[CH:22][CH:23]=[CH:24][C:25]=3[O:27][C@H:28]([CH3:33])[C:29]([OH:31])=[O:30])[N:20]=[CH:19][N:18]=2)[CH:5]=[CH:6][C:7]=1[O:8][CH2:9][C:10]1[CH:15]=[CH:14][CH:13]=[CH:12][N:11]=1, predict the reactants needed to synthesize it. The reactants are: [Cl:1][C:2]1[CH:3]=[C:4]([NH:16][C:17]2[C:26]3[C:21](=[CH:22][CH:23]=[CH:24][C:25]=3[O:27][C@H:28]([CH3:33])[C:29]([O:31]C)=[O:30])[N:20]=[CH:19][N:18]=2)[CH:5]=[CH:6][C:7]=1[O:8][CH2:9][C:10]1[CH:15]=[CH:14][CH:13]=[CH:12][N:11]=1.[OH-].[Na+].